From a dataset of Reaction yield outcomes from USPTO patents with 853,638 reactions. Predict the reaction yield, written as a fraction of the theoretical maximum amount of product (1.0 means a 100% yield; for example, 0.34 means a 34% yield). (1) The reactants are C([NH:8][O:9][C:10](=[O:35])[CH2:11][CH2:12][CH2:13][CH2:14][CH2:15][CH2:16][C:17]([NH:19][C:20]1[CH:34]=[CH:33][C:23]([CH2:24][NH:25][C:26](=[O:32])[O:27][C:28]([CH3:31])([CH3:30])[CH3:29])=[CH:22][CH:21]=1)=[O:18])C1C=CC=CC=1. The catalyst is C(O)C.[H][H].[Pd]. The product is [NH2:8][O:9][C:10](=[O:35])[CH2:11][CH2:12][CH2:13][CH2:14][CH2:15][CH2:16][C:17]([NH:19][C:20]1[CH:21]=[CH:22][C:23]([CH2:24][NH:25][C:26](=[O:32])[O:27][C:28]([CH3:29])([CH3:30])[CH3:31])=[CH:33][CH:34]=1)=[O:18]. The yield is 0.990. (2) The reactants are [Br:1][C:2]1[CH:3]=[C:4]([N:8]2[C:16]3[C:11](=[CH:12][C:13](I)=[CH:14][CH:15]=3)[C:10]([C:18]([O:20][CH3:21])=[O:19])=[N:9]2)[CH:5]=[CH:6][CH:7]=1.[CH3:22][N:23]1[CH:27]=[CH:26][C:25](B2OC(C)(C)C(C)(C)O2)=[N:24]1.[Cl-].[Li+].C(=O)([O-])[O-].[Na+].[Na+]. The catalyst is COCCOC.O. The product is [Br:1][C:2]1[CH:3]=[C:4]([N:8]2[C:16]3[C:11](=[CH:12][C:13]([C:25]4[CH:26]=[CH:27][N:23]([CH3:22])[N:24]=4)=[CH:14][CH:15]=3)[C:10]([C:18]([O:20][CH3:21])=[O:19])=[N:9]2)[CH:5]=[CH:6][CH:7]=1. The yield is 0.380. (3) The reactants are [F:1][C:2]1[CH:3]=[C:4]([C:12]2[CH:17]=[CH:16][C:15]([O:18][CH3:19])=[CH:14][CH:13]=2)[CH:5]=[CH:6][C:7]=1[C:8](OC)=[O:9].[H-].[H-].[H-].[H-].[Li+].[Al+3].[NH4+].[Cl-]. The catalyst is C1COCC1.C(OCC)(=O)C. The product is [F:1][C:2]1[CH:3]=[C:4]([C:12]2[CH:17]=[CH:16][C:15]([O:18][CH3:19])=[CH:14][CH:13]=2)[CH:5]=[CH:6][C:7]=1[CH2:8][OH:9]. The yield is 0.730. (4) The reactants are Cl[C:2]1[C:11]2[N:10]=[C:9]([O:12][CH3:13])[C:8](=[O:14])[N:7]([CH3:15])[C:6]=2[N:5]=[CH:4][N:3]=1.[NH:16]1[CH2:21][CH2:20][CH:19]([N:22]2[C:26]3[CH:27]=[CH:28][CH:29]=[CH:30][C:25]=3[NH:24][C:23]2=[O:31])[CH2:18][CH2:17]1.C(N(CC)CC)C. The catalyst is C(O)CCC. The product is [CH3:13][O:12][C:9]1[C:8](=[O:14])[N:7]([CH3:15])[C:6]2[N:5]=[CH:4][N:3]=[C:2]([N:16]3[CH2:17][CH2:18][CH:19]([N:22]4[C:26]5[CH:27]=[CH:28][CH:29]=[CH:30][C:25]=5[NH:24][C:23]4=[O:31])[CH2:20][CH2:21]3)[C:11]=2[N:10]=1. The yield is 0.790. (5) The reactants are Br[C:2]1[CH:7]=[CH:6][CH:5]=[CH:4][C:3]=1[N+:8]([O-:10])=[O:9].[CH3:11][C@@H:12]1[CH2:17][NH:16][CH2:15][CH2:14][NH:13]1.C([O-])([O-])=O.[K+].[K+]. The catalyst is O1CCOCC1. The product is [CH3:11][C@H:12]1[NH:13][CH2:14][CH2:15][N:16]([C:2]2[CH:7]=[CH:6][CH:5]=[CH:4][C:3]=2[N+:8]([O-:10])=[O:9])[CH2:17]1. The yield is 0.780.